Dataset: Catalyst prediction with 721,799 reactions and 888 catalyst types from USPTO. Task: Predict which catalyst facilitates the given reaction. (1) Reactant: [N+:1]([O-:4])([O-])=[O:2].[K+].[S:6]1[C:10]2[CH:11]=[CH:12][CH:13]=[CH:14][C:9]=2[N:8]=[CH:7]1. Product: [N+:1]([C:14]1[C:9]2[N:8]=[CH:7][S:6][C:10]=2[CH:11]=[CH:12][CH:13]=1)([O-:4])=[O:2]. The catalyst class is: 82. (2) Reactant: [C:1]([C:5]1[CH:10]=[CH:9][C:8]([C:11]2[C:19]3[C:14](=[CH:15][CH:16]=[CH:17][CH:18]=3)[NH:13][C:12]=2[C:20]([O:22][CH2:23][CH3:24])=[O:21])=[CH:7][CH:6]=1)([CH3:4])([CH3:3])[CH3:2].[OH-].[K+].C(Br)[C:28]1[CH:33]=[CH:32]C=[CH:30][CH:29]=1.CCOC(C)=O. Product: [C:1]([C:5]1[CH:6]=[CH:7][C:8]([C:11]2[C:19]3[C:14](=[CH:15][CH:16]=[CH:17][CH:18]=3)[NH:13][C:12]=2[C:20]([O:22][CH2:23][C:24]2[CH:32]=[CH:33][CH:28]=[CH:29][CH:30]=2)=[O:21])=[CH:9][CH:10]=1)([CH3:4])([CH3:2])[CH3:3]. The catalyst class is: 88.